This data is from Reaction yield outcomes from USPTO patents with 853,638 reactions. The task is: Predict the reaction yield, written as a fraction of the theoretical maximum amount of product (1.0 means a 100% yield; for example, 0.34 means a 34% yield). (1) The reactants are [CH3:1][O:2][C:3]1[CH:4]=[CH:5][C:6]2[C:10]([O:11][C:12]3[CH:17]=[CH:16][C:15](/[CH:18]=[CH:19]/[C:20]([NH2:22])=O)=[CH:14][CH:13]=3)=[C:9]([C:23]3[CH:28]=[CH:27][C:26]([O:29][CH3:30])=[CH:25][CH:24]=3)[S:8][C:7]=2[CH:31]=1.[Si]([N:36]=[N+:37]=[N-:38])(C)(C)C. The catalyst is COCCOC. The product is [CH3:1][O:2][C:3]1[CH:4]=[CH:5][C:6]2[C:10]([O:11][C:12]3[CH:17]=[CH:16][C:15](/[CH:18]=[CH:19]/[C:20]4[NH:22][N:38]=[N:37][N:36]=4)=[CH:14][CH:13]=3)=[C:9]([C:23]3[CH:24]=[CH:25][C:26]([O:29][CH3:30])=[CH:27][CH:28]=3)[S:8][C:7]=2[CH:31]=1. The yield is 0.830. (2) The reactants are [C:1]1([S:11]([NH2:14])(=[O:13])=[O:12])[C:2]([S:7]([NH2:10])(=[O:9])=[O:8])=[CH:3][CH:4]=[CH:5][CH:6]=1.[O:15]1[C:19]2[CH:20]=[CH:21][CH:22]=[CH:23][C:18]=2[N:17]=[C:16]1[C:24]1[CH:32]=[CH:31][C:27]([C:28](O)=[O:29])=[CH:26][CH:25]=1.C(Cl)CCl. The catalyst is CN(C1C=CN=CC=1)C.CN(C=O)C. The product is [O:15]1[C:19]2[CH:20]=[CH:21][CH:22]=[CH:23][C:18]=2[N:17]=[C:16]1[C:24]1[CH:32]=[CH:31][C:27]([C:28]([NH:10][S:7]([C:2]2[CH:3]=[CH:4][CH:5]=[CH:6][C:1]=2[S:11](=[O:13])(=[O:12])[NH2:14])(=[O:9])=[O:8])=[O:29])=[CH:26][CH:25]=1. The yield is 0.420.